From a dataset of Catalyst prediction with 721,799 reactions and 888 catalyst types from USPTO. Predict which catalyst facilitates the given reaction. (1) Reactant: [CH2:1]([O:8][C:9]1[CH:10]=[C:11]([S:22][CH2:23][CH2:24][C:25](OC)=O)[CH:12]=[N:13][C:14]=1[NH:15][C:16]1[S:17][CH:18]=[C:19]([CH3:21])[N:20]=1)[C:2]1[CH:7]=[CH:6][CH:5]=[CH:4][CH:3]=1.CC([O-])(C)C.[K+].BrC[C:37]1[CH:42]=[CH:41]C=C[C:38]=1[Cl:43].[NH4+].[Cl-].Cl. Product: [ClH:43].[Cl:43][C:38]1[CH:37]=[CH:42][CH:41]=[CH:25][C:24]=1[CH2:23][S:22][C:11]1[CH:10]=[C:9]([O:8][CH2:1][C:2]2[CH:7]=[CH:6][CH:5]=[CH:4][CH:3]=2)[C:14]([NH:15][C:16]2[S:17][CH:18]=[C:19]([CH3:21])[N:20]=2)=[N:13][CH:12]=1. The catalyst class is: 1. (2) Reactant: [CH:1]1([C:4]2[N:8]3[CH:9]=[C:10]([C:15]([O:17]C)=O)[CH:11]=[C:12]([O:13][CH3:14])[C:7]3=[N:6][CH:5]=2)[CH2:3][CH2:2]1.[OH-].[Na+].Cl.Cl.[NH:23]1[C:27]([C:28]2[CH:29]=[C:30]3[C:40](=[CH:41][CH:42]=2)[O:39][C:33]2([CH2:38][CH2:37][NH:36][CH2:35][CH2:34]2)[CH2:32][C:31]3=[O:43])=[N:26][N:25]=[N:24]1.C(N(CC)CC)C.C1C=CC2N(O)N=NC=2C=1.CCN=C=NCCCN(C)C.Cl. Product: [CH:1]1([C:4]2[N:8]3[CH:9]=[C:10]([C:15]([N:36]4[CH2:37][CH2:38][C:33]5([CH2:32][C:31](=[O:43])[C:30]6[C:40](=[CH:41][CH:42]=[C:28]([C:27]7[NH:26][N:25]=[N:24][N:23]=7)[CH:29]=6)[O:39]5)[CH2:34][CH2:35]4)=[O:17])[CH:11]=[C:12]([O:13][CH3:14])[C:7]3=[N:6][CH:5]=2)[CH2:2][CH2:3]1. The catalyst class is: 87. (3) Reactant: O=O.[C:3]([C:7]1[CH:8]=[C:9](O)[C:10](=[CH:12][CH:13]=1)O)(C)(C)[CH3:4].[CH2:15]=[CH:16][CH:17]=[CH2:18]. Product: [CH2:4]=[CH:3][C:7]1[CH:8]=[CH:9][CH:10]=[CH:12][CH:13]=1.[CH2:15]=[CH:16][CH:17]=[CH2:18]. The catalyst class is: 6. (4) Reactant: C(OC([NH:8][CH2:9][CH2:10][O:11][C:12](=[O:29])[CH2:13][C:14]1[CH:19]=[CH:18][CH:17]=[CH:16][C:15]=1[NH:20][C:21]1[C:26]([Cl:27])=[CH:25][CH:24]=[CH:23][C:22]=1[Cl:28])=O)(C)(C)C.C(O)(C(F)(F)F)=O. Product: [NH2:8][CH2:9][CH2:10][O:11][C:12](=[O:29])[CH2:13][C:14]1[CH:19]=[CH:18][CH:17]=[CH:16][C:15]=1[NH:20][C:21]1[C:26]([Cl:27])=[CH:25][CH:24]=[CH:23][C:22]=1[Cl:28]. The catalyst class is: 2. (5) Reactant: Cl.[CH3:2][O:3][C:4]1[CH:9]=[CH:8][C:7]([C:10]2[S:14][C:13]([NH:15][C:16]([NH:18][C:19]3[CH:24]=[N:23][CH:22]=[CH:21][N:20]=3)=[O:17])=[C:12]([C:25]([NH:27][C@H:28]3[CH2:34][CH2:33][CH2:32][CH2:31][N:30](C(OC(C)(C)C)=O)[CH2:29]3)=[O:26])[CH:11]=2)=[CH:6][CH:5]=1. Product: [NH:30]1[CH2:31][CH2:32][CH2:33][CH2:34][C@H:28]([NH:27][C:25]([C:12]2[CH:11]=[C:10]([C:7]3[CH:8]=[CH:9][C:4]([O:3][CH3:2])=[CH:5][CH:6]=3)[S:14][C:13]=2[NH:15][C:16]([NH:18][C:19]2[CH:24]=[N:23][CH:22]=[CH:21][N:20]=2)=[O:17])=[O:26])[CH2:29]1. The catalyst class is: 71. (6) Reactant: [Si:1]([O:8][CH2:9][C:10]1[N:11]=[C:12]([C:15]2([C:21]3[CH:30]=[CH:29][C:24]([C:25]([O:27]C)=[O:26])=[CH:23][CH:22]=3)[CH2:20][CH2:19][O:18][CH2:17][CH2:16]2)[S:13][CH:14]=1)([C:4]([CH3:7])([CH3:6])[CH3:5])([CH3:3])[CH3:2].[OH-].[Na+].Cl. Product: [Si:1]([O:8][CH2:9][C:10]1[N:11]=[C:12]([C:15]2([C:21]3[CH:30]=[CH:29][C:24]([C:25]([OH:27])=[O:26])=[CH:23][CH:22]=3)[CH2:16][CH2:17][O:18][CH2:19][CH2:20]2)[S:13][CH:14]=1)([C:4]([CH3:7])([CH3:5])[CH3:6])([CH3:2])[CH3:3]. The catalyst class is: 5. (7) Reactant: C1(C)C=CC(S(N2CCCC2C(NC(C)C(O)=O)=O)(=O)=O)=CC=1.[CH3:24][S:25]([NH:28][C:29]1[CH:34]=[CH:33][C:32]([CH2:35][CH:36]([NH:40][C:41]([CH:43]2[CH2:47][CH2:46][CH2:45][N:44]2[S:48]([C:51]2[CH:56]=[CH:55][C:54]([CH3:57])=[CH:53][CH:52]=2)(=[O:50])=[O:49])=[O:42])[C:37]([OH:39])=[O:38])=[CH:31][CH:30]=1)(=[O:27])=[O:26]. Product: [C:54]1([CH3:57])[CH:55]=[CH:56][C:51]([S:48]([N:44]2[CH2:45][CH2:46][CH2:47][C@H:43]2[C:41]([NH:40][C@H:36]([C:37]([OH:39])=[O:38])[CH2:35][C:32]2[CH:33]=[CH:34][C:29]([NH:28][S:25]([CH3:24])(=[O:26])=[O:27])=[CH:30][CH:31]=2)=[O:42])(=[O:49])=[O:50])=[CH:52][CH:53]=1. The catalyst class is: 6.